This data is from Experimentally validated miRNA-target interactions with 360,000+ pairs, plus equal number of negative samples. The task is: Binary Classification. Given a miRNA mature sequence and a target amino acid sequence, predict their likelihood of interaction. The miRNA is mmu-miR-337-5p with sequence CGGCGUCAUGCAGGAGUUGAUU. The protein sequence of the target gene is MAEARKRRELLPLIYHHLLQAGYVRAAREVKEQSGQKSFLTQPVTLLDIYTHWQQTSELGQKQKAEDDETLQAKKSRVSDPVSSSESSDQEKEEEAATERAKATPRPTPVNSATAALPSKVKEKGKTKTANKTVNSVSHPGSGKTVVHLLSGKSPKKSAEPLANTVLASETEEEGNAQALGPTAKSGTVSAGQGSSSSEDSSISSDETDVEVKSPAKPAQAKASAAPAKDPPARTAPGPTKLGNVAPTPAKPARAAAAAAAAAVAAAAAAAAEESESSEEDSDSEDEAPAGLPSQVKASG.... Result: 0 (no interaction).